From a dataset of Full USPTO retrosynthesis dataset with 1.9M reactions from patents (1976-2016). Predict the reactants needed to synthesize the given product. (1) Given the product [C:1]([O:4][C@@H:5]1[C@H:9]([O:10][C:11](=[O:13])[CH3:12])[C@@H:8]([C:14]2[N:15]=[N:16][N:17]([CH2:19][CH3:20])[N:18]=2)[O:7][C@H:6]1[N:21]1[CH:29]=[N:28][C:27]2[C:22]1=[N:23][C:24]([Cl:45])=[N:25][C:26]=2[NH:30][C@H:31]1[CH2:32][CH2:33][C@H:34]([NH2:37])[CH2:35][CH2:36]1)(=[O:3])[CH3:2], predict the reactants needed to synthesize it. The reactants are: [C:1]([O:4][C@@H:5]1[C@H:9]([O:10][C:11](=[O:13])[CH3:12])[C@@H:8]([C:14]2[N:15]=[N:16][N:17]([CH2:19][CH3:20])[N:18]=2)[O:7][C@H:6]1[N:21]1[CH:29]=[N:28][C:27]2[C:22]1=[N:23][C:24]([Cl:45])=[N:25][C:26]=2[NH:30][C@H:31]1[CH2:36][CH2:35][C@H:34]([NH:37]C(OC(C)(C)C)=O)[CH2:33][CH2:32]1)(=[O:3])[CH3:2]. (2) The reactants are: CO[C:3]1[CH:12]=[C:11]2[C:6]([CH:7]=[CH:8][CH:9]=[C:10]2[OH:13])=[CH:5][CH:4]=1.[Br:14]N1C(=O)CCC1=O.O.C(OCC)(=O)C. Given the product [Br:14][C:9]1[CH:8]=[CH:7][C:6]2[C:11](=[CH:12][CH:3]=[CH:4][CH:5]=2)[C:10]=1[OH:13], predict the reactants needed to synthesize it. (3) Given the product [F:12][C:13]1([F:17])[CH2:16][C:15]([C:6]#[C:5][Si:2]([CH3:4])([CH3:3])[CH3:1])([OH:21])[CH2:14]1, predict the reactants needed to synthesize it. The reactants are: [CH3:1][Si:2]([C:5]#[CH:6])([CH3:4])[CH3:3].[Li]CCCC.[F:12][C:13]1([F:17])[CH2:16][CH2:15][CH2:14]1.C1C[O:21]CC1. (4) Given the product [CH3:1][C:2]1[CH:6]=[C:5]([CH3:7])[NH:4][C:3]=1/[CH:8]=[C:9]1\[C:10](=[O:26])[N:11]([CH2:18][N:19]2[CH2:24][CH2:23][CH2:21][CH2:20]2)[C:12]2[C:17]\1=[CH:16][CH:15]=[CH:14][CH:13]=2, predict the reactants needed to synthesize it. The reactants are: [CH3:1][C:2]1[CH:6]=[C:5]([CH3:7])[NH:4][C:3]=1/[CH:8]=[C:9]1\[C:10](=[O:26])[N:11]([CH2:18][N:19]2[CH2:24][CH2:23]N(C)[CH2:21][CH2:20]2)[C:12]2[C:17]\1=[CH:16][CH:15]=[CH:14][CH:13]=2.CC1C=C(C)NC=1/C=C1\C(=O)N(CN2CCC[C@H]2CO)C2C\1=CC=CC=2.CC1C=C(C)NC=1/C=C1\C(=O)N(CN2CCC[C@H]2C(O)=O)C2C\1=CC=CC=2.CC1C(C(NCCN(CC)CC)=O)=C(C)NC=1/C=C1\C(=O)N(CN2CCCC2)C2C\1=CC=CC=2.CC1C(C(NCCNCC)=O)=C(C)NC=1/C=C1\C(=O)N(CN2CCCC2)C2C\1=CC=CC=2.CC1C(C(NCC(O)CN2CCOCC2)=O)=C(C)NC=1/C=C1\C(=O)N(CN2CCCC2)C2C\1=CC=CC=2. (5) Given the product [Br:26][C:14]1[C:13]2[C:22]([CH:21]=[C:20]3[C:15]=1[CH:16]=[CH:17][CH:18]=[CH:19]3)=[C:9]1[N:8]=[CH:7][C:6]3[C:2]([CH3:25])([CH3:1])[CH2:3][C:4]([CH3:24])([CH3:23])[C:5]=3[C:10]1=[CH:11][CH:12]=2, predict the reactants needed to synthesize it. The reactants are: [CH3:1][C:2]1([CH3:25])[C:6]2[CH:7]=[N:8][C:9]3[C:10](=[CH:11][CH:12]=[C:13]4[C:22]=3[CH:21]=[C:20]3[C:15]([CH:16]=[CH:17][CH:18]=[CH:19]3)=[CH:14]4)[C:5]=2[C:4]([CH3:24])([CH3:23])[CH2:3]1.[Br:26]N1C(=O)CCC1=O. (6) Given the product [N+:15]([C:6]1[CH:7]=[C:2]([CH:3]=[CH:4][CH:5]=1)[C:1]([C:9]1[CH:10]=[N:11][CH:12]=[CH:13][CH:14]=1)=[O:8])([O-:17])=[O:16], predict the reactants needed to synthesize it. The reactants are: [C:1]([C:9]1[CH:10]=[N:11][CH:12]=[CH:13][CH:14]=1)(=[O:8])[C:2]1[CH:7]=[CH:6][CH:5]=[CH:4][CH:3]=1.[N+:15]([O-])([O-:17])=[O:16].[K+].[OH-].[Na+].